This data is from Forward reaction prediction with 1.9M reactions from USPTO patents (1976-2016). The task is: Predict the product of the given reaction. (1) The product is: [CH:16]1([C:15]2[O:14][N:13]=[C:12]([C:19]3[CH:24]=[CH:23][CH:22]=[CH:21][C:20]=3[O:25][C:26]([F:28])([F:29])[F:27])[C:11]=2[CH2:10][O:9][CH:6]2[CH2:5][CH2:4][N:3]([C:2]3[N:1]=[C:32]([C:34]4[CH:35]=[CH:36][C:37]([C:38]([OH:40])=[O:39])=[CH:42][CH:43]=4)[O:31][N:30]=3)[CH2:8][CH2:7]2)[CH2:17][CH2:18]1. Given the reactants [NH2:1][C:2](=[N:30][O:31][C:32]([C:34]1[CH:43]=[CH:42][C:37]([C:38]([O:40]C)=[O:39])=[CH:36][CH:35]=1)=O)[N:3]1[CH2:8][CH2:7][CH:6]([O:9][CH2:10][C:11]2[C:12]([C:19]3[CH:24]=[CH:23][CH:22]=[CH:21][C:20]=3[O:25][C:26]([F:29])([F:28])[F:27])=[N:13][O:14][C:15]=2[CH:16]2[CH2:18][CH2:17]2)[CH2:5][CH2:4]1.C1COCC1.[OH-].[Li+].Cl, predict the reaction product. (2) Given the reactants [CH2:1](O)[CH2:2][CH2:3][CH2:4][CH2:5][CH2:6][CH2:7][CH2:8][CH2:9][CH:10]=[CH2:11].ICCCCCCCCCC=C.S(C1C=CC(C)=CC=1)([O-])(=O)=O.[CH2:36]([O:38][P:39]([O:43]CC)[O:40][CH2:41][CH3:42])[CH3:37], predict the reaction product. The product is: [CH2:36]([O:38][P:39]([O:40][CH2:41][CH3:42])([CH2:1][CH2:2][CH2:3][CH2:4][CH2:5][CH2:6][CH2:7][CH2:8][CH2:9][CH:10]=[CH2:11])=[O:43])[CH3:37].